From a dataset of Full USPTO retrosynthesis dataset with 1.9M reactions from patents (1976-2016). Predict the reactants needed to synthesize the given product. (1) The reactants are: [CH3:1][N:2]1[CH:6]=[C:5](B2OC(C)(C)C(C)(C)O2)[CH:4]=[N:3]1.Br[C:17]1[CH:18]=[N:19][C:20]2[C:25]([CH:26]=1)=[C:24]([F:27])[C:23]([CH:28]([CH3:33])[C:29]([O:31][CH3:32])=[O:30])=[C:22]([F:34])[CH:21]=2.C(=O)([O-])[O-].[Na+].[Na+].O. Given the product [F:27][C:24]1[C:23]([CH:28]([CH3:33])[C:29]([O:31][CH3:32])=[O:30])=[C:22]([F:34])[CH:21]=[C:20]2[C:25]=1[CH:26]=[C:17]([C:5]1[CH:4]=[N:3][N:2]([CH3:1])[CH:6]=1)[CH:18]=[N:19]2, predict the reactants needed to synthesize it. (2) Given the product [CH3:1][O:2][C:3]1[CH:8]=[CH:7][CH:6]=[CH:5][C:4]=1[NH:9][C:10](=[O:24])[NH:11][C:12]1[CH:13]=[CH:14][C:15]([CH2:18][C:19]([OH:21])=[O:20])=[CH:16][CH:17]=1, predict the reactants needed to synthesize it. The reactants are: [CH3:1][O:2][C:3]1[CH:8]=[CH:7][CH:6]=[CH:5][C:4]=1[NH:9][C:10](=[O:24])[NH:11][C:12]1[CH:17]=[CH:16][C:15]([CH2:18][C:19]([O:21]CC)=[O:20])=[CH:14][CH:13]=1.[OH-].[Na+].Cl.